From a dataset of Full USPTO retrosynthesis dataset with 1.9M reactions from patents (1976-2016). Predict the reactants needed to synthesize the given product. (1) Given the product [Cl:1][C:2]1[N:7]=[C:6]([Cl:8])[C:5]([NH:9][S:19]([C:14]2[CH:15]=[CH:16][CH:17]=[CH:18][C:13]=2[N+:10]([O-:12])=[O:11])(=[O:20])=[O:21])=[CH:4][N:3]=1, predict the reactants needed to synthesize it. The reactants are: [Cl:1][C:2]1[N:7]=[C:6]([Cl:8])[C:5]([NH2:9])=[CH:4][N:3]=1.[N+:10]([C:13]1[CH:18]=[CH:17][CH:16]=[CH:15][C:14]=1[S:19](Cl)(=[O:21])=[O:20])([O-:12])=[O:11]. (2) The reactants are: [F:1][C:2]1[CH:7]=[CH:6][C:5]([CH:8]([OH:29])[CH:9]([CH2:15][C:16]2[CH:21]=[CH:20][C:19]([O:22][C:23]3[CH:28]=[CH:27][CH:26]=[CH:25][CH:24]=3)=[CH:18][CH:17]=2)[C:10]([O:12]CC)=[O:11])=[CH:4][CH:3]=1.[OH-].[Na+].Cl. Given the product [F:1][C:2]1[CH:3]=[CH:4][C:5]([CH:8]([OH:29])[CH:9]([CH2:15][C:16]2[CH:21]=[CH:20][C:19]([O:22][C:23]3[CH:28]=[CH:27][CH:26]=[CH:25][CH:24]=3)=[CH:18][CH:17]=2)[C:10]([OH:12])=[O:11])=[CH:6][CH:7]=1, predict the reactants needed to synthesize it. (3) Given the product [Cl:18][C:17]1[N:16]=[CH:15][C:14]([C:19]2[CH:24]=[CH:23][N:22]=[C:21]([NH:25][C:26](=[O:28])[CH3:27])[CH:20]=2)=[C:13]([CH3:29])[C:12]=1[NH:11][S:8]([C:5]1[CH:6]=[CH:7][C:2]([CH:32]2[CH2:34][CH2:33]2)=[CH:3][C:4]=1[F:30])(=[O:10])=[O:9], predict the reactants needed to synthesize it. The reactants are: Br[C:2]1[CH:7]=[CH:6][C:5]([S:8]([NH:11][C:12]2[C:13]([CH3:29])=[C:14]([C:19]3[CH:24]=[CH:23][N:22]=[C:21]([NH:25][C:26](=[O:28])[CH3:27])[CH:20]=3)[CH:15]=[N:16][C:17]=2[Cl:18])(=[O:10])=[O:9])=[C:4]([F:30])[CH:3]=1.[Br-].[CH:32]1([Zn+])[CH2:34][CH2:33]1. (4) Given the product [Br:21][C:11]1[N:10]([C:20]2[N:19]=[C:17]([NH2:18])[NH:16][C:14](=[O:15])[C:13]=2[N:12]=1)[C@@H:1]1[O:9][C@H:6]([CH2:7][OH:8])[C@@H:4]([OH:5])[C@H:2]1[OH:3], predict the reactants needed to synthesize it. The reactants are: [C@@H:1]1([N:10]2[C:20]3[N:19]=[C:17]([NH2:18])[NH:16][C:14](=[O:15])[C:13]=3[N:12]=[CH:11]2)[O:9][C@H:6]([CH2:7][OH:8])[C@@H:4]([OH:5])[C@H:2]1[OH:3].[Br:21]N1C(=O)CCC1=O. (5) Given the product [F:12][C:13]([F:24])([F:25])[C:14]1[CH:15]=[CH:16][C:17]([CH2:20][CH2:21][CH:22]=[O:23])=[CH:18][CH:19]=1, predict the reactants needed to synthesize it. The reactants are: [Cr](Cl)([O-])(=O)=O.[NH+]1C=CC=CC=1.[F:12][C:13]([F:25])([F:24])[C:14]1[CH:19]=[CH:18][C:17]([CH2:20][CH2:21][CH2:22][OH:23])=[CH:16][CH:15]=1. (6) Given the product [F:21][C:15]1[CH:14]=[C:13]([C:3]2[CH:4]=[CH:5][C:6]([Cl:8])=[CH:7][C:2]=2[Cl:1])[CH:20]=[CH:19][C:16]=1[C:17]#[N:18], predict the reactants needed to synthesize it. The reactants are: [Cl:1][C:2]1[CH:7]=[C:6]([Cl:8])[CH:5]=[CH:4][C:3]=1B(O)O.Br[C:13]1[CH:20]=[CH:19][C:16]([C:17]#[N:18])=[C:15]([F:21])[CH:14]=1.C(=O)([O-])[O-].[Na+].[Na+].C1(C)C=CC=CC=1.